Dataset: Full USPTO retrosynthesis dataset with 1.9M reactions from patents (1976-2016). Task: Predict the reactants needed to synthesize the given product. (1) Given the product [NH2:1][C:2]1[C:3]([C:14]2[CH:26]=[CH:25][C:17]([C:18]([O:20][C:21]([CH3:24])([CH3:22])[CH3:23])=[O:19])=[C:16]([F:27])[CH:15]=2)=[N:4][C:5]([CH:8]2[CH2:13][CH2:12][O:11][CH2:10][CH2:9]2)=[CH:6][N:7]=1, predict the reactants needed to synthesize it. The reactants are: [NH2:1][C:2]1[C:3]([C:14]2[CH:26]=[CH:25][C:17]([C:18]([O:20][C:21]([CH3:24])([CH3:23])[CH3:22])=[O:19])=[C:16]([F:27])[CH:15]=2)=[N:4][C:5]([C:8]2[CH2:9][CH2:10][O:11][CH2:12][CH:13]=2)=[CH:6][N:7]=1.C(Cl)Cl.[H][H]. (2) Given the product [CH3:1][O:2][C:3]1[CH:4]=[C:5]2[C:10](=[CH:11][CH:12]=1)[NH:9][C:8](=[O:14])[CH:7]=[CH:6]2, predict the reactants needed to synthesize it. The reactants are: [CH3:1][O:2][C:3]1[CH:4]=[C:5]2[C:10](=[CH:11][CH:12]=1)[N+:9]([O-])=[CH:8][CH:7]=[CH:6]2.[OH-:14].[NH4+]. (3) Given the product [C:1]([N:8]1[CH2:13][CH2:12][CH2:11][CH2:10][CH:9]1[NH2:31])([O:3][C:4]([CH3:7])([CH3:6])[CH3:5])=[O:2], predict the reactants needed to synthesize it. The reactants are: [C:1]([N:8]1[CH2:13][CH2:12][CH2:11][C:10](=O)[CH2:9]1)([O:3][C:4]([CH3:7])([CH3:6])[CH3:5])=[O:2].O=C[C@@H]([C@H]([C@@H]([C@@H](CO)O)O)O)O.C1C=[N+:31]([C@@H]2O[C@H](COP(OP(OC[C@H]3O[C@@H](N4C5N=CN=C(N)C=5N=C4)[C@H](O)[C@@H]3O)(O)=O)(O)=O)[C@@H](O)[C@H]2O)C=C(C(N)=O)C=1.N[C@H](C(O)=O)C.CC1N=CC(COP(O)(O)=O)=C(C=O)C=1O.[OH-].[Na+]. (4) Given the product [Cl:8][C:9]1[CH:10]=[CH:11][C:12]([CH2:31][CH:32]([NH:36][C:37]2[CH:42]=[CH:41][C:40]([O:43][CH3:44])=[CH:39][CH:38]=2)[CH:33]([F:35])[F:34])=[C:13]([CH:30]=1)[CH2:14][NH:15][C:16](=[O:29])[C@@H:17]1[CH2:21][CH2:20][CH2:19][NH:18]1, predict the reactants needed to synthesize it. The reactants are: C(O)(C(F)(F)F)=O.[Cl:8][C:9]1[CH:10]=[CH:11][C:12]([CH2:31][CH:32]([NH:36][C:37]2[CH:42]=[CH:41][C:40]([O:43][CH3:44])=[CH:39][CH:38]=2)[CH:33]([F:35])[F:34])=[C:13]([CH:30]=1)[CH2:14][NH:15][C:16](=[O:29])[C@@H:17]1[CH2:21][CH2:20][CH2:19][N:18]1C(OC(C)(C)C)=O.